From a dataset of Reaction yield outcomes from USPTO patents with 853,638 reactions. Predict the reaction yield, written as a fraction of the theoretical maximum amount of product (1.0 means a 100% yield; for example, 0.34 means a 34% yield). (1) The reactants are [C:1]([O:5][C:6]([N:8]1[CH2:13][CH2:12][C:11](=O)[C:10](=[CH:15]N(C)C)[CH2:9]1)=[O:7])([CH3:4])([CH3:3])[CH3:2].S(O)(O)(=O)=O.[CH3:24][S:25][C:26](=[NH:28])[NH2:27].[CH3:24][S:25][C:26](=[NH:28])[NH2:27].[OH-].[Na+]. The catalyst is O. The product is [C:1]([O:5][C:6]([N:8]1[CH2:13][CH2:12][C:11]2[N:28]=[C:26]([S:25][CH3:24])[N:27]=[CH:15][C:10]=2[CH2:9]1)=[O:7])([CH3:4])([CH3:2])[CH3:3]. The yield is 0.370. (2) The reactants are [Br:1][C:2]1[N:6]=[C:5]([Br:7])[NH:4][N:3]=1.C[CH2:9][C:10]([O-])([CH3:12])[CH3:11].[Na+].BrCC(C)=C. The catalyst is CN(C=O)C. The product is [Br:1][C:2]1[N:6]=[C:5]([Br:7])[N:4]([CH2:11][C:10]([CH3:12])=[CH2:9])[N:3]=1. The yield is 0.910. (3) The reactants are Br[C:2]1[C:3]([NH:9][C:10]2[C:11](=[O:26])[N:12]([CH2:17][C:18]3[CH:23]=[CH:22][C:21]([O:24][CH3:25])=[CH:20][CH:19]=3)[CH:13]=[C:14]([Cl:16])[N:15]=2)=[N:4][CH:5]=[C:6]([CH3:8])[CH:7]=1.C(N(CC)CC)C.[CH3:34][Si:35]([C:38]#[CH:39])([CH3:37])[CH3:36]. The catalyst is C1COCC1.[Cu](I)I.[Cu]I.C1(P(C2C=CC=CC=2)C2C=CC=CC=2)C=CC=CC=1. The product is [Cl:16][C:14]1[N:15]=[C:10]([NH:9][C:3]2[C:2]([C:39]#[C:38][Si:35]([CH3:37])([CH3:36])[CH3:34])=[CH:7][C:6]([CH3:8])=[CH:5][N:4]=2)[C:11](=[O:26])[N:12]([CH2:17][C:18]2[CH:23]=[CH:22][C:21]([O:24][CH3:25])=[CH:20][CH:19]=2)[CH:13]=1. The yield is 0.810. (4) The reactants are [N:1]1([S:6]([NH:9]C(=O)OCC2C=CC=CC=2)(=[O:8])=[O:7])[CH2:5][CH2:4][CH2:3][CH2:2]1. The catalyst is C(O)C.[C].[Pd]. The product is [N:1]1([S:6]([NH2:9])(=[O:8])=[O:7])[CH2:5][CH2:4][CH2:3][CH2:2]1. The yield is 0.790. (5) The reactants are [CH3:1][O:2][C:3]([C:5]1[C:14]2[C:9](=[CH:10][CH:11]=[C:12]([N+:15]([O-])=O)[CH:13]=2)[N:8]=[C:7]([C:18]2[O:19][CH:20]=[CH:21][CH:22]=2)[CH:6]=1)=[O:4].C(=O)([O-])O.[Na+]. The catalyst is C(O)C.C(O)(=O)C.[Fe]. The product is [CH3:1][O:2][C:3]([C:5]1[C:14]2[C:9](=[CH:10][CH:11]=[C:12]([NH2:15])[CH:13]=2)[N:8]=[C:7]([C:18]2[O:19][CH:20]=[CH:21][CH:22]=2)[CH:6]=1)=[O:4]. The yield is 0.590.